Task: Regression. Given a peptide amino acid sequence and an MHC pseudo amino acid sequence, predict their binding affinity value. This is MHC class I binding data.. Dataset: Peptide-MHC class I binding affinity with 185,985 pairs from IEDB/IMGT The peptide sequence is MHDPHSIPL. The MHC is HLA-A02:01 with pseudo-sequence HLA-A02:01. The binding affinity (normalized) is 0.0847.